This data is from Forward reaction prediction with 1.9M reactions from USPTO patents (1976-2016). The task is: Predict the product of the given reaction. The product is: [OH:3][CH2:2][C:1]([N:27]([CH2:26][C@H:25]([O:24][C:22]1[CH:21]=[CH:20][CH:19]=[C:18]2[C:23]=1[C:14]([NH:13][C:11]1[CH:10]=[CH:9][C:8]([OH:30])=[C:7]([CH3:6])[CH:12]=1)=[N:15][CH:16]=[N:17]2)[CH3:29])[CH3:28])=[O:5]. Given the reactants [C:1]([OH:5])(=O)[CH2:2][OH:3].[CH3:6][C:7]1[CH:12]=[C:11]([NH:13][C:14]2[C:23]3[C:18](=[CH:19][CH:20]=[CH:21][C:22]=3[O:24][C@H:25]([CH3:29])[CH2:26][NH:27][CH3:28])[N:17]=[CH:16][N:15]=2)[CH:10]=[CH:9][C:8]=1[OH:30], predict the reaction product.